From a dataset of Catalyst prediction with 721,799 reactions and 888 catalyst types from USPTO. Predict which catalyst facilitates the given reaction. (1) Reactant: [Br:1][C:2]1[CH:7]=[CH:6][C:5]([CH:8](Cl)[N:9]=[C:10]=[O:11])=[CH:4][CH:3]=1.[CH3:13][C:14]1([CH3:32])[NH:19][C:18](=[O:20])[CH:17]=[C:16]([NH:21][C:22]2[CH:27]=[CH:26][CH:25]=[C:24]([C:28]([F:31])([F:30])[F:29])[CH:23]=2)[CH2:15]1. Product: [Br:1][C:2]1[CH:7]=[CH:6][C:5]([CH:8]2[NH:9][C:10](=[O:11])[N:21]([C:22]3[CH:27]=[CH:26][CH:25]=[C:24]([C:28]([F:29])([F:31])[F:30])[CH:23]=3)[C:16]3[CH2:15][C:14]([CH3:32])([CH3:13])[NH:19][C:18](=[O:20])[C:17]2=3)=[CH:4][CH:3]=1. The catalyst class is: 4. (2) Reactant: [CH2:1]([Mg]Br)[CH3:2].[Br:5][C:6]1[CH:7]=[C:8]2[C:13](=[CH:14][C:15]=1[O:16][CH2:17][CH3:18])[O:12][C:11]([CH3:20])([CH3:19])[CH2:10][C:9]2=O.C1(C)C=CC(S(O)(=O)=O)=CC=1. Product: [Br:5][C:6]1[CH:7]=[C:8]2[C:13](=[CH:14][C:15]=1[O:16][CH2:17][CH3:18])[O:12][C:11]([CH3:19])([CH3:20])[CH:10]=[C:9]2[CH2:1][CH3:2]. The catalyst class is: 1.